From a dataset of Aqueous solubility values for 9,982 compounds from the AqSolDB database. Regression/Classification. Given a drug SMILES string, predict its absorption, distribution, metabolism, or excretion properties. Task type varies by dataset: regression for continuous measurements (e.g., permeability, clearance, half-life) or binary classification for categorical outcomes (e.g., BBB penetration, CYP inhibition). For this dataset (solubility_aqsoldb), we predict Y. (1) The Y is -6.92 log mol/L. The compound is CC1(C)[C@@H](C(Br)C(Br)(Br)Br)[C@H]1C(=O)O[C@H](C#N)c1cccc(Oc2ccccc2)c1. (2) The Y is -2.67 log mol/L. The drug is FC(F)(F)Br. (3) The molecule is CC(CN(C)C)CN1c2ccccc2CCc2ccccc21. The Y is -4.79 log mol/L. (4) The drug is CC(=O)n1ncc2c(=O)[nH]cnc21. The Y is -2.38 log mol/L. (5) The molecule is CCCCOP(=O)(CC)OCCCC. The Y is -1.57 log mol/L. (6) The molecule is OCCNc1ccc2c(c1)OCO2.[Cl-].[H+]. The Y is 0.273 log mol/L. (7) The Y is 0.522 log mol/L. The molecule is O=C(O)CC(S)C(=O)O. (8) The compound is COC1COC2C(OC)COC12. The Y is 1.06 log mol/L. (9) The molecule is O=S(=O)(O)C(F)(F)F.[Li]. The Y is 0.903 log mol/L.